From a dataset of Forward reaction prediction with 1.9M reactions from USPTO patents (1976-2016). Predict the product of the given reaction. Given the reactants [F:1][CH:2]1[CH2:7][CH2:6][N:5]([CH2:8][C:9]#[N:10])[CH2:4][CH2:3]1.[H-].[H-].[H-].[H-].[Li+].[Al+3], predict the reaction product. The product is: [F:1][CH:2]1[CH2:7][CH2:6][N:5]([CH2:8][CH2:9][NH2:10])[CH2:4][CH2:3]1.